Dataset: Full USPTO retrosynthesis dataset with 1.9M reactions from patents (1976-2016). Task: Predict the reactants needed to synthesize the given product. Given the product [F:24][C:5]1[CH:4]=[CH:3][C:2]([N+:26]#[C-:25])=[CH:7][C:6]=1[C:8]1[CH2:12][N:11]([C:13]([N:15]([CH3:17])[CH3:16])=[O:14])[CH:10]([C:18]2[CH:23]=[CH:22][CH:21]=[CH:20][CH:19]=2)[CH:9]=1, predict the reactants needed to synthesize it. The reactants are: Br[C:2]1[CH:3]=[CH:4][C:5]([F:24])=[C:6]([C:8]2[CH2:12][N:11]([C:13]([N:15]([CH3:17])[CH3:16])=[O:14])[CH:10]([C:18]3[CH:23]=[CH:22][CH:21]=[CH:20][CH:19]=3)[CH:9]=2)[CH:7]=1.[CH3:25][N:26](C=O)C.